This data is from Full USPTO retrosynthesis dataset with 1.9M reactions from patents (1976-2016). The task is: Predict the reactants needed to synthesize the given product. The reactants are: [O:1]=[CH:2][C:3]1[CH:11]=[CH:10][C:8]([OH:9])=[C:5]([O:6]C)[CH:4]=1.B(Br)(Br)Br. Given the product [OH:6][C:5]1[CH:4]=[C:3]([CH:11]=[CH:10][C:8]=1[OH:9])[CH:2]=[O:1], predict the reactants needed to synthesize it.